This data is from Full USPTO retrosynthesis dataset with 1.9M reactions from patents (1976-2016). The task is: Predict the reactants needed to synthesize the given product. The reactants are: [Cl:1][C:2]1[CH:7]=[CH:6][CH:5]=[C:4]([Cl:8])[C:3]=1[CH2:9][S:10]([C:13]1[CH:14]=[C:15]2[C:19](=[CH:20][CH:21]=1)[NH:18][C:17](=[O:22])/[C:16]/2=[CH:23]\[C:24]1[NH:28][C:27]([CH3:29])=[C:26]([CH2:30][CH2:31][C:32](O)=[O:33])[C:25]=1[CH3:35])(=[O:12])=[O:11].CCN=C=NCCCN(C)C.C1C=CC2N(O)N=NC=2C=1.[N:57]1([CH2:62][C@H:63]2[CH2:67][CH2:66][CH2:65][NH:64]2)[CH2:61][CH2:60][CH2:59][CH2:58]1. Given the product [Cl:8][C:4]1[CH:5]=[CH:6][CH:7]=[C:2]([Cl:1])[C:3]=1[CH2:9][S:10]([C:13]1[CH:14]=[C:15]2[C:19](=[CH:20][CH:21]=1)[NH:18][C:17](=[O:22])/[C:16]/2=[CH:23]\[C:24]1[NH:28][C:27]([CH3:29])=[C:26]([CH2:30][CH2:31][C:32](=[O:33])[N:64]2[CH2:65][CH2:66][CH2:67][C@@H:63]2[CH2:62][N:57]2[CH2:61][CH2:60][CH2:59][CH2:58]2)[C:25]=1[CH3:35])(=[O:11])=[O:12], predict the reactants needed to synthesize it.